From a dataset of Forward reaction prediction with 1.9M reactions from USPTO patents (1976-2016). Predict the product of the given reaction. (1) Given the reactants [CH3:1][O:2][C:3]1[CH:4]=[C:5]([C:9]2([C:12]#[N:13])[CH2:11][CH2:10]2)[CH:6]=[CH:7][CH:8]=1.[ClH:14].[CH2:15]([OH:17])C, predict the reaction product. The product is: [ClH:14].[CH3:1][O:2][C:3]1[CH:4]=[C:5]([C:9]2([C:12](=[NH:13])[O:17][CH3:15])[CH2:11][CH2:10]2)[CH:6]=[CH:7][CH:8]=1. (2) Given the reactants [F:1][C:2]1[C:7]([F:8])=[CH:6][CH:5]=[CH:4][C:3]=1[C:9]1[N:17]=[C:12]2[CH:13]=[N:14][NH:15][CH:16]=[C:11]2[N:10]=1.Cl[CH2:19][C:20]1[O:24][N:23]=[C:22]([C:25]2[CH:30]=[CH:29][C:28]([N:31]3[CH2:36][CH2:35][N:34]([CH3:37])[CH2:33][CH2:32]3)=[CH:27][CH:26]=2)[CH:21]=1, predict the reaction product. The product is: [F:1][C:2]1[C:7]([F:8])=[CH:6][CH:5]=[CH:4][C:3]=1[C:9]1[N:17]=[C:12]2[CH:13]=[N:14][N:15]([CH2:19][C:20]3[O:24][N:23]=[C:22]([C:25]4[CH:26]=[CH:27][C:28]([N:31]5[CH2:32][CH2:33][N:34]([CH3:37])[CH2:35][CH2:36]5)=[CH:29][CH:30]=4)[CH:21]=3)[CH:16]=[C:11]2[N:10]=1. (3) Given the reactants [CH3:1][C:2]1[CH:3]=[C:4]([CH3:36])[C:5]2[O:9][C:8]([NH:10][C:11]3[CH:16]=[CH:15][C:14]([C:17]4[C:25]5[C:20](=[N:21][CH:22]=[N:23][C:24]=5[NH2:26])[N:19](COCC[Si](C)(C)C)[N:18]=4)=[CH:13][CH:12]=3)=[N:7][C:6]=2[CH:35]=1.Cl.[OH-].[Na+], predict the reaction product. The product is: [CH3:1][C:2]1[CH:3]=[C:4]([CH3:36])[C:5]2[O:9][C:8]([NH:10][C:11]3[CH:16]=[CH:15][C:14]([C:17]4[C:25]5[C:20](=[N:21][CH:22]=[N:23][C:24]=5[NH2:26])[NH:19][N:18]=4)=[CH:13][CH:12]=3)=[N:7][C:6]=2[CH:35]=1. (4) Given the reactants [F:1][C:2]1[CH:3]=[N:4][CH:5]=[C:6]([CH:34]=1)[C:7]([NH:9][C:10]12[C:28](=[O:29])[C:27]3[C:22](=[CH:23][CH:24]=[CH:25][C:26]=3[N+:30]([O-])=O)[C:11]1([OH:33])[O:12][C:13]1[CH:18]=[C:17]([CH:19]([CH3:21])[CH3:20])[CH:16]=[CH:15][C:14]=12)=[O:8].C(O)C, predict the reaction product. The product is: [NH2:30][C:26]1[CH:25]=[CH:24][CH:23]=[C:22]2[C:27]=1[C:28](=[O:29])[C:10]1([NH:9][C:7](=[O:8])[C:6]3[CH:34]=[C:2]([F:1])[CH:3]=[N:4][CH:5]=3)[C:14]3[CH:15]=[CH:16][C:17]([CH:19]([CH3:21])[CH3:20])=[CH:18][C:13]=3[O:12][C:11]12[OH:33]. (5) Given the reactants C(OC(=O)[NH:7][CH:8]1[CH2:13][CH2:12][N:11]([C:14](=[O:24])[NH:15][C:16]2[CH:21]=[CH:20][C:19]([Cl:22])=[CH:18][C:17]=2[Cl:23])[CH2:10][CH2:9]1)(C)(C)C.Cl.O1CCOCC1, predict the reaction product. The product is: [Cl:23][C:17]1[CH:18]=[C:19]([Cl:22])[CH:20]=[CH:21][C:16]=1[NH:15][C:14]([N:11]1[CH2:10][CH2:9][CH:8]([NH2:7])[CH2:13][CH2:12]1)=[O:24]. (6) Given the reactants [Br:1][C:2]1[CH:3]=[C:4]([CH:9]=[C:10]([CH2:12][N:13]([CH2:15][CH2:16][CH2:17][CH3:18])[CH3:14])[CH:11]=1)[C:5]([O:7]C)=O.C(N(C(C)C)CC)(C)C.CN(C(ON1N=NC2C=CC=NC1=2)=[N+](C)C)C.F[P-](F)(F)(F)(F)F.[ClH:52].Cl.[NH2:54][C@@H:55]([CH2:69][C:70]1[CH:75]=[C:74]([F:76])[CH:73]=[C:72]([F:77])[CH:71]=1)[C@H:56]([OH:68])[CH2:57][NH:58][CH2:59][C:60]1[CH:65]=[CH:64][CH:63]=[C:62]([CH2:66][CH3:67])[CH:61]=1, predict the reaction product. The product is: [ClH:52].[ClH:52].[Br:1][C:2]1[CH:3]=[C:4]([CH:9]=[C:10]([CH2:12][N:13]([CH2:15][CH2:16][CH2:17][CH3:18])[CH3:14])[CH:11]=1)[C:5]([NH:54][C@@H:55]([CH2:69][C:70]1[CH:71]=[C:72]([F:77])[CH:73]=[C:74]([F:76])[CH:75]=1)[C@H:56]([OH:68])[CH2:57][NH:58][CH2:59][C:60]1[CH:65]=[CH:64][CH:63]=[C:62]([CH2:66][CH3:67])[CH:61]=1)=[O:7]. (7) Given the reactants [CH3:1][C:2]1[CH:7]=[C:6]([CH3:8])[CH:5]=[C:4]([CH3:9])[C:3]=1[N:10]=[C:11]=[O:12].[NH2:13][C:14]1[CH:19]=[C:18]([F:20])[CH:17]=[CH:16][C:15]=1[C:21]([NH:23][C@@H:24]([CH:29]1[CH2:33][CH2:32][CH2:31][CH2:30]1)[C:25]([O:27][CH3:28])=[O:26])=[O:22].CCCCCC.C(OCC)(=O)C, predict the reaction product. The product is: [CH:29]1([C@H:24]([NH:23][C:21]([C:15]2[CH:16]=[CH:17][C:18]([F:20])=[CH:19][C:14]=2[NH:13][C:11]([NH:10][C:3]2[C:2]([CH3:1])=[CH:7][C:6]([CH3:8])=[CH:5][C:4]=2[CH3:9])=[O:12])=[O:22])[C:25]([O:27][CH3:28])=[O:26])[CH2:33][CH2:32][CH2:31][CH2:30]1.